From a dataset of Catalyst prediction with 721,799 reactions and 888 catalyst types from USPTO. Predict which catalyst facilitates the given reaction. (1) Reactant: [H-].[Na+].CN(C)C=O.[F:8][C:9]1[CH:10]=[CH:11][C:12]([NH:15][S:16]([C:19]2[CH:24]=[CH:23][C:22]([CH3:25])=[CH:21][CH:20]=2)(=[O:18])=[O:17])=[N:13][CH:14]=1.I[CH2:27][C:28]([NH2:30])=[O:29]. Product: [F:8][C:9]1[CH:10]=[CH:11][C:12](=[N:15][S:16]([C:19]2[CH:24]=[CH:23][C:22]([CH3:25])=[CH:21][CH:20]=2)(=[O:18])=[O:17])[N:13]([CH2:27][C:28]([NH2:30])=[O:29])[CH:14]=1. The catalyst class is: 6. (2) Reactant: [Cl:1][C:2]1[CH:10]=[CH:9][C:5]([CH2:6][C:7]#[N:8])=[CH:4][CH:3]=1.[C:11](OCC)(=[O:17])[C:12]([O:14][CH2:15][CH3:16])=[O:13].[H-].[Na+]. Product: [Cl:1][C:2]1[CH:10]=[CH:9][C:5]([CH:6]([C:7]#[N:8])[C:11](=[O:17])[C:12]([O:14][CH2:15][CH3:16])=[O:13])=[CH:4][CH:3]=1. The catalyst class is: 7. (3) Reactant: [N:1]1[C:5]2[CH:6]=[CH:7][CH:8]=[CH:9][C:4]=2[NH:3][CH:2]=1.[CH2:10]1[O:12][CH2:11]1. Product: [N:1]1([CH2:10][CH2:11][OH:12])[C:5]2[CH:6]=[CH:7][CH:8]=[CH:9][C:4]=2[N:3]=[CH:2]1. The catalyst class is: 80. (4) Reactant: C(=O)([O-])O.[Na+].Cl.[NH2:7][OH:8].[F:9][C:10]([F:30])([F:29])[C:11]1[CH:16]=[C:15]([C:17]([F:20])([F:19])[F:18])[CH:14]=[CH:13][C:12]=1[C:21]1[CH:26]=[CH:25][N:24]=[C:23]([C:27]#[N:28])[CH:22]=1. The catalyst class is: 8. Product: [F:30][C:10]([F:29])([F:9])[C:11]1[CH:16]=[C:15]([C:17]([F:18])([F:19])[F:20])[CH:14]=[CH:13][C:12]=1[C:21]1[CH:26]=[CH:25][N:24]=[C:23]([C:27](=[N:7][OH:8])[NH2:28])[CH:22]=1.